This data is from Forward reaction prediction with 1.9M reactions from USPTO patents (1976-2016). The task is: Predict the product of the given reaction. (1) Given the reactants [N+](=[CH2:3])=[N-].[CH2:4]([O:6][C:7]1[CH:16]=[C:15]([O:17][C@H:18]2[CH2:22][N:21]([C:23]([O:25][C:26]([CH3:29])([CH3:28])[CH3:27])=[O:24])[C@H:20]([C:30]([O:32][CH3:33])=[O:31])[CH2:19]2)[C:14]2[C:9](=[CH:10][C:11]([O:42][CH3:43])=[C:12](/[CH:34]=[CH:35]/[CH2:36][C:37]([CH3:41])([CH3:40])[CH2:38][OH:39])[CH:13]=2)[N:8]=1)[CH3:5], predict the reaction product. The product is: [CH2:4]([O:6][C:7]1[CH:16]=[C:15]([O:17][C@H:18]2[CH2:22][N:21]([C:23]([O:25][C:26]([CH3:28])([CH3:29])[CH3:27])=[O:24])[C@H:20]([C:30]([O:32][CH3:33])=[O:31])[CH2:19]2)[C:14]2[C:9](=[CH:10][C:11]([O:42][CH3:43])=[C:12]([CH:34]3[CH2:3][CH:35]3[CH2:36][C:37]([CH3:41])([CH3:40])[CH2:38][OH:39])[CH:13]=2)[N:8]=1)[CH3:5]. (2) Given the reactants [NH2:1][C:2]([C:4]1[CH:5]=[C:6](B(O)O)[CH:7]=[CH:8][CH:9]=1)=[O:3].Br[C:14]1[CH:22]=[CH:21][C:17]([CH2:18][CH2:19][NH2:20])=[CH:16][CH:15]=1.C1(C)C=CC=CC=1.CCO, predict the reaction product. The product is: [NH2:20][CH2:19][CH2:18][C:17]1[CH:21]=[CH:22][C:14]([C:6]2[CH:7]=[CH:8][CH:9]=[C:4]([C:2]([NH2:1])=[O:3])[CH:5]=2)=[CH:15][CH:16]=1. (3) Given the reactants C(OC([N:8]1[C:12]2[CH:13]=[CH:14][CH:15]=[C:16]([N:17]3[CH2:22][CH2:21][N:20]([CH3:23])[CH2:19][CH2:18]3)[C:11]=2[N:10]=[C:9]1[C:24]1[C:32]2[C:27](=[CH:28][C:29]([C:33]3[CH:38]=[CH:37][C:36]([CH2:39][NH:40]C(OC(C)(C)C)=O)=[CH:35][CH:34]=3)=[CH:30][CH:31]=2)[N:26](C(OC(C)(C)C)=O)[N:25]=1)=O)(C)(C)C, predict the reaction product. The product is: [CH3:23][N:20]1[CH2:21][CH2:22][N:17]([C:16]2[C:11]3[N:10]=[C:9]([C:24]4[C:32]5[C:27](=[CH:28][C:29]([C:33]6[CH:34]=[CH:35][C:36]([CH2:39][NH2:40])=[CH:37][CH:38]=6)=[CH:30][CH:31]=5)[NH:26][N:25]=4)[NH:8][C:12]=3[CH:13]=[CH:14][CH:15]=2)[CH2:18][CH2:19]1. (4) Given the reactants [CH3:1][N:2]1[C:10]2[N:9]=[C:8]([O:11][CH2:12][CH2:13][O:14][C:15]3[CH:20]=[CH:19][CH:18]=[C:17]([O:21][C:22]([F:25])([F:24])[F:23])[CH:16]=3)[NH:7][C:6]=2[C:5](=[O:26])[N:4]([CH2:27][CH2:28][CH2:29][O:30][CH:31]2[CH2:36][CH2:35][CH2:34][CH2:33][O:32]2)[C:3]1=[O:37].[Cl:38][C:39]1[CH:40]=[CH:41][C:42]([CH2:45]Cl)=[N:43][CH:44]=1.C(=O)([O-])[O-].[K+].[K+], predict the reaction product. The product is: [Cl:38][C:39]1[CH:40]=[CH:41][C:42]([CH2:45][N:7]2[C:6]3[C:5](=[O:26])[N:4]([CH2:27][CH2:28][CH2:29][O:30][CH:31]4[CH2:36][CH2:35][CH2:34][CH2:33][O:32]4)[C:3](=[O:37])[N:2]([CH3:1])[C:10]=3[N:9]=[C:8]2[O:11][CH2:12][CH2:13][O:14][C:15]2[CH:20]=[CH:19][CH:18]=[C:17]([O:21][C:22]([F:23])([F:25])[F:24])[CH:16]=2)=[N:43][CH:44]=1. (5) Given the reactants [CH3:1][N:2]([CH3:17])[CH2:3][CH2:4][N:5]1[C:9]([C:10]2[CH:11]=[C:12]([NH2:16])[CH:13]=[CH:14][CH:15]=2)=[CH:8][N:7]=[CH:6]1.Cl[C:19]1[N:20]=[CH:21][C:22]2[CH:27]=[C:26]([C:28]3[CH2:29][CH2:30][N:31]([C:34]([O:36][C:37]([CH3:40])([CH3:39])[CH3:38])=[O:35])[CH2:32][CH:33]=3)[NH:25][C:23]=2[N:24]=1.Cl.C(OC(OC(OC(C)(C)C)=O)=O)(C)(C)C.C(N(CC)C(C)C)(C)C, predict the reaction product. The product is: [CH3:1][N:2]([CH3:17])[CH2:3][CH2:4][N:5]1[C:9]([C:10]2[CH:11]=[C:12]([NH:16][C:21]3[C:22]4[CH:27]=[C:26]([C:28]5[CH2:29][CH2:30][N:31]([C:34]([O:36][C:37]([CH3:40])([CH3:39])[CH3:38])=[O:35])[CH2:32][CH:33]=5)[NH:25][C:23]=4[N:24]=[CH:19][N:20]=3)[CH:13]=[CH:14][CH:15]=2)=[CH:8][N:7]=[CH:6]1. (6) The product is: [C:1]12([CH2:11][O:12][C:21]3[C:20]([Cl:19])=[CH:32][C:24]([C:25]([NH:27][S:28]([CH3:31])(=[O:30])=[O:29])=[O:26])=[C:23]([F:33])[CH:22]=3)[CH2:8][CH:7]3[CH2:6][CH:5]([CH2:4][CH:3]([CH2:9]3)[CH2:2]1)[CH2:10]2. Given the reactants [C:1]12([CH2:11][OH:12])[CH2:10][CH:5]3[CH2:6][CH:7]([CH2:9][CH:3]([CH2:4]3)[CH2:2]1)[CH2:8]2.CC(C)([O-])C.[K+].[Cl:19][C:20]1[C:21](F)=[CH:22][C:23]([F:33])=[C:24]([CH:32]=1)[C:25]([NH:27][S:28]([CH3:31])(=[O:30])=[O:29])=[O:26], predict the reaction product. (7) Given the reactants Cl[CH2:2][CH2:3][S:4](Cl)(=[O:6])=[O:5].[CH3:8][O:9][C:10]1[CH:11]=[C:12]([C:18]2[C@@H:27]3[C@@H:22]([CH2:23][CH:24]=[CH:25][CH2:26]3)[C:21](=[O:28])[N:20]([CH:29]3[CH2:34][CH2:33][NH:32][CH2:31][CH2:30]3)[N:19]=2)[CH:13]=[CH:14][C:15]=1[O:16][CH3:17].C(N(C(C)C)CC)(C)C, predict the reaction product. The product is: [CH3:8][O:9][C:10]1[CH:11]=[C:12]([C:18]2[C@@H:27]3[C@@H:22]([CH2:23][CH:24]=[CH:25][CH2:26]3)[C:21](=[O:28])[N:20]([CH:29]3[CH2:34][CH2:33][N:32]([S:4]([CH:3]=[CH2:2])(=[O:6])=[O:5])[CH2:31][CH2:30]3)[N:19]=2)[CH:13]=[CH:14][C:15]=1[O:16][CH3:17]. (8) Given the reactants Br[CH2:2][CH2:3][CH2:4][O:5][C:6]1[CH:15]=[C:14]2[C:9]([C:10]([O:16][C:17]3[CH:22]=[CH:21][C:20]([NH:23][C:24]([NH:26][C:27]4[CH:32]=[CH:31][C:30]([F:33])=[CH:29][C:28]=4[F:34])=[O:25])=[C:19]([Cl:35])[CH:18]=3)=[N:11][CH:12]=[N:13]2)=[CH:8][C:7]=1[O:36][CH3:37].C(=O)([O-])[O-].[K+].[K+].[CH3:44][N:45]1[CH2:50][CH2:49][NH:48][CH2:47][CH2:46]1.O, predict the reaction product. The product is: [Cl:35][C:19]1[CH:18]=[C:17]([O:16][C:10]2[C:9]3[C:14](=[CH:15][C:6]([O:5][CH2:4][CH2:3][CH2:2][N:48]4[CH2:49][CH2:50][N:45]([CH3:44])[CH2:46][CH2:47]4)=[C:7]([O:36][CH3:37])[CH:8]=3)[N:13]=[CH:12][N:11]=2)[CH:22]=[CH:21][C:20]=1[NH:23][C:24]([NH:26][C:27]1[CH:32]=[CH:31][C:30]([F:33])=[CH:29][C:28]=1[F:34])=[O:25].